This data is from Full USPTO retrosynthesis dataset with 1.9M reactions from patents (1976-2016). The task is: Predict the reactants needed to synthesize the given product. (1) Given the product [Cl:23][C:5]1[C:6]2[S:11][CH:10]=[CH:9][C:7]=2[N:8]=[C:3]([C:2]([F:20])([F:1])[C:13]2[CH:18]=[CH:17][C:16]([F:19])=[CH:15][CH:14]=2)[N:4]=1, predict the reactants needed to synthesize it. The reactants are: [F:1][C:2]([F:20])([C:13]1[CH:18]=[CH:17][C:16]([F:19])=[CH:15][CH:14]=1)[C:3]1[N:4]=[C:5](O)[C:6]2[S:11][CH:10]=[CH:9][C:7]=2[N:8]=1.P(Cl)(Cl)([Cl:23])=O. (2) Given the product [OH:1][C:2]1[C:3]([N+:17]([O-:19])=[O:18])=[C:4]2[C:8](=[C:9]([N+:13]([O-:15])=[O:14])[C:10]=1[OH:11])[C:7](=[O:16])[O:6][CH2:5]2, predict the reactants needed to synthesize it. The reactants are: [OH:1][C:2]1[C:3]([N+:17]([O-:19])=[O:18])=[C:4]2[C:8](=[C:9]([N+:13]([O-:15])=[O:14])[C:10]=1[O:11]C)[C:7](=[O:16])[O:6][CH2:5]2.[Cl-].[Al+3].[Cl-].[Cl-].N1C=CC=CC=1. (3) Given the product [NH2:14][C:10]1[CH:11]=[CH:12][CH:13]=[C:7]([Br:6])[C:8]=1[NH2:9], predict the reactants needed to synthesize it. The reactants are: O.O.[Sn](Cl)Cl.[Br:6][C:7]1[CH:13]=[CH:12][CH:11]=[C:10]([N+:14]([O-])=O)[C:8]=1[NH2:9].[OH-].[Na+]. (4) Given the product [C:27]([C:19]1[N:18]=[C:17]([O:1][C@H:2]2[CH2:6][CH2:5][N:4]([C:7]([O:9][C:10]([CH3:13])([CH3:12])[CH3:11])=[O:8])[CH2:3]2)[C:26]2[C:21]([CH:20]=1)=[CH:22][CH:23]=[CH:24][CH:25]=2)#[N:28], predict the reactants needed to synthesize it. The reactants are: [OH:1][C@H:2]1[CH2:6][CH2:5][N:4]([C:7]([O:9][C:10]([CH3:13])([CH3:12])[CH3:11])=[O:8])[CH2:3]1.[H-].[Na+].Cl[C:17]1[C:26]2[C:21](=[CH:22][CH:23]=[CH:24][CH:25]=2)[CH:20]=[C:19]([C:27]#[N:28])[N:18]=1. (5) Given the product [CH2:1]([O:3][C@@H:4]([CH2:10][C:11]1[CH:12]=[CH:13][C:14]([O:17][CH2:19][C:20]([C:22]2[CH:27]=[CH:26][CH:25]=[C:24]([O:28][CH3:29])[CH:23]=2)=[O:21])=[CH:15][CH:16]=1)[C:5]([O:7][CH2:8][CH3:9])=[O:6])[CH3:2], predict the reactants needed to synthesize it. The reactants are: [CH2:1]([O:3][C@@H:4]([CH2:10][C:11]1[CH:16]=[CH:15][C:14]([OH:17])=[CH:13][CH:12]=1)[C:5]([O:7][CH2:8][CH3:9])=[O:6])[CH3:2].Br[CH2:19][C:20]([C:22]1[CH:27]=[CH:26][CH:25]=[C:24]([O:28][CH3:29])[CH:23]=1)=[O:21].C(=O)([O-])[O-].[K+].[K+].